This data is from Tyrosyl-DNA phosphodiesterase HTS with 341,365 compounds. The task is: Binary Classification. Given a drug SMILES string, predict its activity (active/inactive) in a high-throughput screening assay against a specified biological target. (1) The result is 0 (inactive). The molecule is S(=O)(=O)(Nc1sccn1)c1ccc(NC(OCCCC)=O)cc1. (2) The drug is O1c2cc(NC3CCCCCC3)ccc2OC1. The result is 0 (inactive). (3) The compound is Fc1c(N2CCN(CC2)C)cc2n(CC)cc(c(=O)c2c1)C(=O)NCc1ncccc1. The result is 0 (inactive). (4) The compound is S(=O)(=O)(Nc1cc(NS(=O)(=O)c2sccc2)cc(c1)C(=O)NN)c1sccc1. The result is 0 (inactive). (5) The drug is Clc1cc(CC(=O)Nc2ccc(OC)nc2)ccc1Cl. The result is 0 (inactive). (6) The drug is Clc1cc(C(=O)NNC(=O)c2sc3nc4c(cc3c2)cccc4)ccc1. The result is 1 (active).